Binary Classification. Given a miRNA mature sequence and a target amino acid sequence, predict their likelihood of interaction. From a dataset of Experimentally validated miRNA-target interactions with 360,000+ pairs, plus equal number of negative samples. (1) The miRNA is hsa-miR-6508-3p with sequence UGGGCCAUGCAUUUCUAGAACU. The protein sequence of the target gene is MPCGEDWLSHPLGIVQGFFAQNGVNPDWEKKVIEYFKEKLKENNAPKWVPSLNEVPLHYLKPNSFVKFRCMIQDMFDPEFYMGVYETVNQNTKAHVLHFGKYRDVAECGPQQELDLNSPRNTTLERQTFYCVPVPGESTWVKEAYVNANQARVSPSTSYTPSRHKRSYEDDDDMDLQPNKQKDQHAGARQAGSVGGLQWCGEPKRLETEASTGQQLNSLNLSSPFDLNFPLPGEKGPACLVKVYEDWDCFKVNDILELYGILSVDPVLSILNNDERDASALLDPMECTDTAEEQRVHSPP.... Result: 0 (no interaction). (2) The miRNA is hsa-miR-410-5p with sequence AGGUUGUCUGUGAUGAGUUCG. The protein sequence of the target gene is MAAIAASEVLVDSAEEGSLAAAAELAAQKREQRLRKFRELHLMRNEARKLNHQEVVEEDKRLKLPANWEAKKARLEWELKEEEKKKECAARGEDYEKVKLLEISAEDAERWERKKKRKNPDLGFSDYAAAQLRQYHRLTKQIKPDMETYERLREKHGEEFFPTSNSLLHGTHVPSTEEIDRMVIDLEKQIEKRDKYSRRRPYNDDADIDYINERNAKFNKKAERFYGKYTAEIKQNLERGTAV. Result: 0 (no interaction). (3) The miRNA is hsa-miR-6889-3p with sequence UCUGUGCCCCUACUUCCCAG. The protein sequence of the target gene is MHLLPALAGVLATLVLAQPCEGTDPASPGAVETSVLRDCIAEAKLLVDAAYNWTQKSIKQRLRSGSASPMDLLSYFKQPVAATRTVVRAADYMHVALGLLEEKLQPQRSGPFNVTDVLTEPQLRLLSQASGCALRDQAERCSDKYRTITGRCNNKRRPLLGASNQALARWLPAEYEDGLSLPFGWTPSRRRNGFLLPLVRAVSNQIVRFPNERLTSDRGRALMFMQWGQFIDHDLDFSPESPARVAFTAGVDCERTCAQLPPCFPIKIPPNDPRIKNQRDCIPFFRSAPSCPQNKNRVRN.... Result: 0 (no interaction).